Dataset: Full USPTO retrosynthesis dataset with 1.9M reactions from patents (1976-2016). Task: Predict the reactants needed to synthesize the given product. (1) Given the product [C:1]([O:5][C:6]([N:8]1[CH2:15][CH2:14][C:11]2([CH2:13][CH2:12]2)[CH2:10][C@H:9]1[CH2:16][OH:17])=[O:7])([CH3:4])([CH3:3])[CH3:2], predict the reactants needed to synthesize it. The reactants are: [C:1]([O:5][C:6]([N:8]1[CH2:15][CH2:14][C:11]2([CH2:13][CH2:12]2)[CH2:10][C@H:9]1[C:16](OCC1C=CC=CC=1)=[O:17])=[O:7])([CH3:4])([CH3:3])[CH3:2].[H-].[Al+3].[Li+].[H-].[H-].[H-]. (2) The reactants are: [F:1][C:2]([F:28])([F:27])[C:3]1[CH:4]=[C:5]([N:9]([CH2:19][C:20](OC(C)(C)C)=[O:21])[S:10]([C:13]2[CH:18]=[CH:17][CH:16]=[CH:15][CH:14]=2)(=[O:12])=[O:11])[CH:6]=[CH:7][CH:8]=1.[CH3:29][N:30]1[CH2:35][CH2:34][NH:33][CH2:32][CH2:31]1.CCN(CC)CC.C(Cl)CCl.C1C=CC2N(O)N=NC=2C=1. Given the product [CH3:29][N:30]1[CH2:35][CH2:34][N:33]([C:20](=[O:21])[CH2:19][N:9]([C:5]2[CH:6]=[CH:7][CH:8]=[C:3]([C:2]([F:1])([F:27])[F:28])[CH:4]=2)[S:10]([C:13]2[CH:14]=[CH:15][CH:16]=[CH:17][CH:18]=2)(=[O:12])=[O:11])[CH2:32][CH2:31]1, predict the reactants needed to synthesize it. (3) Given the product [CH2:1]([C:5]1([C:9]2[CH:16]=[CH:15][C:12]([CH2:13][OH:14])=[CH:11][CH:10]=2)[CH2:6][CH2:7][CH2:8]1)[CH2:2][CH2:3][CH3:4], predict the reactants needed to synthesize it. The reactants are: [CH2:1]([C:5]1([C:9]2[CH:16]=[CH:15][C:12]([CH:13]=[O:14])=[CH:11][CH:10]=2)[CH2:8][CH2:7][CH2:6]1)[CH2:2][CH2:3][CH3:4].C(C1(C2C=CC(C=O)=CC=2)CC1)C.[BH4-].[K+]. (4) Given the product [OH:14][CH:13]([C:2]1[CH:3]=[N:4][CH:5]=[CH:6][CH:7]=1)[CH:15]1[CH2:20][CH2:19][N:18]([C:21]([O:23][C:24]([CH3:27])([CH3:26])[CH3:25])=[O:22])[CH2:17][CH2:16]1, predict the reactants needed to synthesize it. The reactants are: Br[C:2]1[CH:3]=[N:4][CH:5]=[CH:6][CH:7]=1.C([Li])CCC.[CH:13]([CH:15]1[CH2:20][CH2:19][N:18]([C:21]([O:23][C:24]([CH3:27])([CH3:26])[CH3:25])=[O:22])[CH2:17][CH2:16]1)=[O:14]. (5) Given the product [F:14][C:11]1[CH:10]=[CH:9][C:8]([S:7][CH2:6][CH2:5][C@H:2]2[CH2:3][O:4][C:16]([NH2:15])=[N:1]2)=[CH:13][CH:12]=1, predict the reactants needed to synthesize it. The reactants are: [NH2:1][C@@H:2]([CH2:5][CH2:6][S:7][C:8]1[CH:13]=[CH:12][C:11]([F:14])=[CH:10][CH:9]=1)[CH2:3][OH:4].[N:15]#[C:16]Br. (6) Given the product [CH3:1][O:2][C:3]([C:5]1[S:6][C:7]([C:11]#[C:12][C:13]([CH3:16])([CH3:15])[CH3:14])=[CH:8][C:9]=1[NH:77][CH2:76][CH2:75][P:72]([O:71][CH2:69][CH3:70])([CH3:74])=[O:73])=[O:4], predict the reactants needed to synthesize it. The reactants are: [CH3:1][O:2][C:3]([C:5]1[S:6][C:7]([C:11]#[C:12][C:13]([CH3:16])([CH3:15])[CH3:14])=[CH:8][C:9]=1I)=[O:4].C1C=CC(P(C2C(C3C(P(C4C=CC=CC=4)C4C=CC=CC=4)=CC=C4C=3C=CC=C4)=C3C(C=CC=C3)=CC=2)C2C=CC=CC=2)=CC=1.C([O-])([O-])=O.[Cs+].[Cs+].[CH2:69]([O:71][P:72]([CH2:75][CH2:76][NH2:77])([CH3:74])=[O:73])[CH3:70]. (7) Given the product [C:13]1([CH3:14])[CH:15]=[CH:16][C:10]([S:7]([O:23][C@@H:19]([CH2:20][CH:21]=[CH2:22])[CH3:18])(=[O:9])=[O:8])=[CH:11][CH:12]=1, predict the reactants needed to synthesize it. The reactants are: [Cl-].[Li+].C([Mg]Cl)=C.[S:7](Cl)([C:10]1[CH:16]=[CH:15][C:13]([CH3:14])=[CH:12][CH:11]=1)(=[O:9])=[O:8].[CH3:18][C@@H:19]([OH:23])[CH2:20][CH:21]=[CH2:22].